From a dataset of Peptide-MHC class II binding affinity with 134,281 pairs from IEDB. Regression. Given a peptide amino acid sequence and an MHC pseudo amino acid sequence, predict their binding affinity value. This is MHC class II binding data. (1) The binding affinity (normalized) is 0.341. The peptide sequence is RCALHWFPGSHLLHV. The MHC is DRB3_0202 with pseudo-sequence DRB3_0202. (2) The peptide sequence is IEKKIAKMEKASY. The MHC is HLA-DQA10301-DQB10302 with pseudo-sequence HLA-DQA10301-DQB10302. The binding affinity (normalized) is 0.0299. (3) The peptide sequence is DIKVQFQSGGNNSPA. The MHC is DRB3_0101 with pseudo-sequence DRB3_0101. The binding affinity (normalized) is 0.151. (4) The peptide sequence is GATRERSLWIIFSKN. The MHC is DRB1_0301 with pseudo-sequence DRB1_0301. The binding affinity (normalized) is 0.247. (5) The peptide sequence is GTKTEAEDVIPEGWK. The MHC is DRB1_0405 with pseudo-sequence DRB1_0405. The binding affinity (normalized) is 0. (6) The peptide sequence is VKQNTLKLATGMRNV. The MHC is HLA-DQA10301-DQB10302 with pseudo-sequence HLA-DQA10301-DQB10302. The binding affinity (normalized) is 0.0578.